This data is from Full USPTO retrosynthesis dataset with 1.9M reactions from patents (1976-2016). The task is: Predict the reactants needed to synthesize the given product. (1) Given the product [F:8][C:7]1[CH:6]=[CH:5][C:4]([C:9]2[N:13]3[CH:14]=[CH:15][C:16]([C:19]([OH:22])([CH3:21])[CH3:20])=[C:17]([F:18])[C:12]3=[N:11][CH:10]=2)=[CH:3][C:2]=1[C:27]1[CH:28]=[CH:29][C:24]([F:23])=[CH:25][C:26]=1[O:33][CH3:34], predict the reactants needed to synthesize it. The reactants are: Cl[C:2]1[CH:3]=[C:4]([C:9]2[N:13]3[CH:14]=[CH:15][C:16]([C:19]([OH:22])([CH3:21])[CH3:20])=[C:17]([F:18])[C:12]3=[N:11][CH:10]=2)[CH:5]=[CH:6][C:7]=1[F:8].[F:23][C:24]1[CH:29]=[CH:28][C:27](B(O)O)=[C:26]([O:33][CH3:34])[CH:25]=1. (2) Given the product [F:1][C:2]1[CH:7]=[C:6]([F:8])[CH:5]=[CH:4][C:3]=1[N:9]1[C:17](=[O:18])[C:16]2[C@@H:15]3[C:19]([CH3:21])([CH3:20])[C@@:12]([CH3:22])([CH2:13][CH2:14]3)[C:11]=2[N:10]1[CH2:27][C:26]1[CH:29]=[C:30]([C:32]([F:33])([F:34])[F:35])[CH:31]=[C:24]([F:23])[CH:25]=1, predict the reactants needed to synthesize it. The reactants are: [F:1][C:2]1[CH:7]=[C:6]([F:8])[CH:5]=[CH:4][C:3]=1[N:9]1[C:17](=[O:18])[C:16]2[C@@H:15]3[C:19]([CH3:21])([CH3:20])[C@@:12]([CH3:22])([CH2:13][CH2:14]3)[C:11]=2[NH:10]1.[F:23][C:24]1[CH:25]=[C:26]([CH:29]=[C:30]([C:32]([F:35])([F:34])[F:33])[CH:31]=1)[CH2:27]Br. (3) Given the product [C:5]12([C:15]3[CH:20]=[C:19]([O:21][CH3:22])[CH:18]=[C:17]([CH:24]=[O:25])[C:16]=3[OH:23])[CH2:6][CH:7]3[CH2:13][CH:11]([CH2:10][CH:9]([CH2:8]3)[CH2:14]1)[CH2:12]2, predict the reactants needed to synthesize it. The reactants are: C([Mg]Br)C.[C:5]12([C:15]3[CH:20]=[C:19]([O:21][CH3:22])[CH:18]=[CH:17][C:16]=3[OH:23])[CH2:14][CH:9]3[CH2:10][CH:11]([CH2:13][CH:7]([CH2:8]3)[CH2:6]1)[CH2:12]2.[CH2:24]=[O:25].C(N(CC)CC)C. (4) Given the product [NH2:11][C:5]1[C:4]([CH3:14])=[CH:3][C:2]([F:1])=[CH:10][C:6]=1[C:7]([OH:9])=[O:8], predict the reactants needed to synthesize it. The reactants are: [F:1][C:2]1[CH:3]=[C:4]([CH3:14])[C:5]([N+:11]([O-])=O)=[C:6]([CH:10]=1)[C:7]([OH:9])=[O:8].Cl[Sn]Cl.C([O-])(O)=O.[Na+].